Dataset: HIV replication inhibition screening data with 41,000+ compounds from the AIDS Antiviral Screen. Task: Binary Classification. Given a drug SMILES string, predict its activity (active/inactive) in a high-throughput screening assay against a specified biological target. The drug is N#Cc1nc(C2CCC2)oc1N. The result is 0 (inactive).